This data is from Peptide-MHC class I binding affinity with 185,985 pairs from IEDB/IMGT. The task is: Regression. Given a peptide amino acid sequence and an MHC pseudo amino acid sequence, predict their binding affinity value. This is MHC class I binding data. (1) The peptide sequence is WMRGRGRAL. The MHC is HLA-B40:01 with pseudo-sequence HLA-B40:01. The binding affinity (normalized) is 0.0847. (2) The peptide sequence is LMAEALKEA. The MHC is HLA-B27:05 with pseudo-sequence HLA-B27:05. The binding affinity (normalized) is 0. (3) The binding affinity (normalized) is 0.670. The MHC is HLA-B53:01 with pseudo-sequence HLA-B53:01. The peptide sequence is FPFLYKFLL. (4) The peptide sequence is AAISSEATTPV. The MHC is Mamu-A02 with pseudo-sequence Mamu-A02. The binding affinity (normalized) is 0.398. (5) The peptide sequence is MPSEDGAEAL. The MHC is HLA-B54:01 with pseudo-sequence HLA-B54:01. The binding affinity (normalized) is 0.265. (6) The peptide sequence is EEAIRHVRA. The MHC is HLA-B44:03 with pseudo-sequence HLA-B44:03. The binding affinity (normalized) is 0.199.